Dataset: NCI-60 drug combinations with 297,098 pairs across 59 cell lines. Task: Regression. Given two drug SMILES strings and cell line genomic features, predict the synergy score measuring deviation from expected non-interaction effect. (1) Drug 1: C1CN1C2=NC(=NC(=N2)N3CC3)N4CC4. Drug 2: CC12CCC3C(C1CCC2=O)CC(=C)C4=CC(=O)C=CC34C. Cell line: DU-145. Synergy scores: CSS=32.7, Synergy_ZIP=1.38, Synergy_Bliss=0.176, Synergy_Loewe=-5.15, Synergy_HSA=-2.27. (2) Drug 1: C(=O)(N)NO. Drug 2: CCCCC(=O)OCC(=O)C1(CC(C2=C(C1)C(=C3C(=C2O)C(=O)C4=C(C3=O)C=CC=C4OC)O)OC5CC(C(C(O5)C)O)NC(=O)C(F)(F)F)O. Cell line: HOP-62. Synergy scores: CSS=45.9, Synergy_ZIP=3.51, Synergy_Bliss=3.21, Synergy_Loewe=-15.7, Synergy_HSA=3.69. (3) Drug 1: CCC1(CC2CC(C3=C(CCN(C2)C1)C4=CC=CC=C4N3)(C5=C(C=C6C(=C5)C78CCN9C7C(C=CC9)(C(C(C8N6C=O)(C(=O)OC)O)OC(=O)C)CC)OC)C(=O)OC)O.OS(=O)(=O)O. Drug 2: CC1C(C(CC(O1)OC2CC(CC3=C2C(=C4C(=C3O)C(=O)C5=C(C4=O)C(=CC=C5)OC)O)(C(=O)CO)O)N)O.Cl. Cell line: IGROV1. Synergy scores: CSS=34.2, Synergy_ZIP=0.977, Synergy_Bliss=4.79, Synergy_Loewe=2.56, Synergy_HSA=3.69. (4) Drug 1: C1=CN(C(=O)N=C1N)C2C(C(C(O2)CO)O)O.Cl. Drug 2: C1CN(P(=O)(OC1)NCCCl)CCCl. Cell line: NCI-H460. Synergy scores: CSS=44.9, Synergy_ZIP=3.92, Synergy_Bliss=4.80, Synergy_Loewe=-22.8, Synergy_HSA=3.29. (5) Drug 1: C1CC(=O)NC(=O)C1N2CC3=C(C2=O)C=CC=C3N. Drug 2: CC1C(C(CC(O1)OC2CC(OC(C2O)C)OC3=CC4=CC5=C(C(=O)C(C(C5)C(C(=O)C(C(C)O)O)OC)OC6CC(C(C(O6)C)O)OC7CC(C(C(O7)C)O)OC8CC(C(C(O8)C)O)(C)O)C(=C4C(=C3C)O)O)O)O. Cell line: MDA-MB-231. Synergy scores: CSS=8.92, Synergy_ZIP=1.28, Synergy_Bliss=1.88, Synergy_Loewe=1.20, Synergy_HSA=1.19. (6) Drug 1: CC1C(C(CC(O1)OC2CC(CC3=C2C(=C4C(=C3O)C(=O)C5=C(C4=O)C(=CC=C5)OC)O)(C(=O)C)O)N)O.Cl. Drug 2: C1=CC=C(C=C1)NC(=O)CCCCCCC(=O)NO. Cell line: MOLT-4. Synergy scores: CSS=84.2, Synergy_ZIP=8.17, Synergy_Bliss=8.64, Synergy_Loewe=2.45, Synergy_HSA=10.6. (7) Drug 2: C1=CC(=CC=C1C#N)C(C2=CC=C(C=C2)C#N)N3C=NC=N3. Synergy scores: CSS=16.1, Synergy_ZIP=0.176, Synergy_Bliss=-0.239, Synergy_Loewe=-2.10, Synergy_HSA=0.285. Drug 1: COC1=C(C=C2C(=C1)N=CN=C2NC3=CC(=C(C=C3)F)Cl)OCCCN4CCOCC4. Cell line: UACC62. (8) Drug 1: CC1=C2C(C(=O)C3(C(CC4C(C3C(C(C2(C)C)(CC1OC(=O)C(C(C5=CC=CC=C5)NC(=O)C6=CC=CC=C6)O)O)OC(=O)C7=CC=CC=C7)(CO4)OC(=O)C)O)C)OC(=O)C. Drug 2: C(=O)(N)NO. Cell line: T-47D. Synergy scores: CSS=11.8, Synergy_ZIP=16.1, Synergy_Bliss=18.4, Synergy_Loewe=4.06, Synergy_HSA=13.6. (9) Drug 1: CC1=CC=C(C=C1)C2=CC(=NN2C3=CC=C(C=C3)S(=O)(=O)N)C(F)(F)F. Drug 2: CC1=C(C=C(C=C1)C(=O)NC2=CC(=CC(=C2)C(F)(F)F)N3C=C(N=C3)C)NC4=NC=CC(=N4)C5=CN=CC=C5. Cell line: OVCAR-4. Synergy scores: CSS=-0.283, Synergy_ZIP=0.841, Synergy_Bliss=0.0912, Synergy_Loewe=-5.11, Synergy_HSA=-2.57. (10) Drug 1: CCC1=CC2CC(C3=C(CN(C2)C1)C4=CC=CC=C4N3)(C5=C(C=C6C(=C5)C78CCN9C7C(C=CC9)(C(C(C8N6C)(C(=O)OC)O)OC(=O)C)CC)OC)C(=O)OC.C(C(C(=O)O)O)(C(=O)O)O. Drug 2: CCC1(CC2CC(C3=C(CCN(C2)C1)C4=CC=CC=C4N3)(C5=C(C=C6C(=C5)C78CCN9C7C(C=CC9)(C(C(C8N6C=O)(C(=O)OC)O)OC(=O)C)CC)OC)C(=O)OC)O.OS(=O)(=O)O. Cell line: NCI-H460. Synergy scores: CSS=49.3, Synergy_ZIP=4.15, Synergy_Bliss=7.44, Synergy_Loewe=4.54, Synergy_HSA=5.05.